From a dataset of Forward reaction prediction with 1.9M reactions from USPTO patents (1976-2016). Predict the product of the given reaction. (1) Given the reactants ON1C2C=CC=CC=2N=N1.Cl.C(N=C=NCCCN(C)C)C.[CH2:23]([O:27][C:28]1[CH:51]=[CH:50][C:31]([C:32]([NH:34][CH2:35][CH:36]([N:40]2[CH2:45][CH2:44][N:43]([S:46]([CH3:49])(=[O:48])=[O:47])[CH2:42][CH2:41]2)[C:37](O)=[O:38])=[O:33])=[CH:30][CH:29]=1)[C:24]#[C:25][CH3:26].Cl.[C:53]([O:57][NH2:58])([CH3:56])([CH3:55])[CH3:54].C(N(CC)CC)C, predict the reaction product. The product is: [C:53]([O:57][NH:58][C:37]([CH:36]([N:40]1[CH2:45][CH2:44][N:43]([S:46]([CH3:49])(=[O:48])=[O:47])[CH2:42][CH2:41]1)[CH2:35][NH:34][C:32](=[O:33])[C:31]1[CH:50]=[CH:51][C:28]([O:27][CH2:23][C:24]#[C:25][CH3:26])=[CH:29][CH:30]=1)=[O:38])([CH3:56])([CH3:55])[CH3:54]. (2) Given the reactants [CH3:1][O:2][C:3](=[O:18])[CH:4]([C:8](=[O:17])[NH:9][C:10]1[CH:15]=[CH:14][C:13](I)=[CH:12][CH:11]=1)[CH:5]([CH3:7])[CH3:6].[C:19]([C:21]1[CH:28]=[CH:27][C:24]([CH:25]=[O:26])=[CH:23][CH:22]=1)#[CH:20].C1C=CC(P(C2C=CC=CC=2)C2C=CC=CC=2)=CC=1.C(NC(C)C)(C)C, predict the reaction product. The product is: [CH3:1][O:2][C:3](=[O:18])[CH:4]([C:8](=[O:17])[NH:9][C:10]1[CH:15]=[CH:14][C:13]([C:20]#[C:19][C:21]2[CH:28]=[CH:27][C:24]([CH:25]=[O:26])=[CH:23][CH:22]=2)=[CH:12][CH:11]=1)[CH:5]([CH3:7])[CH3:6]. (3) Given the reactants C(N(CC)CC)C.[C:16](O[C:16]([O:18][C:19]([CH3:22])([CH3:21])[CH3:20])=[O:17])([O:18][C:19]([CH3:22])([CH3:21])[CH3:20])=[O:17].Cl.[Cl:24][CH2:25][CH2:26][NH:27][CH2:28][CH2:29][Cl:30], predict the reaction product. The product is: [Cl:24][CH2:25][CH2:26][N:27]([CH2:28][CH2:29][Cl:30])[C:16](=[O:17])[O:18][C:19]([CH3:20])([CH3:21])[CH3:22].